Dataset: Peptide-MHC class II binding affinity with 134,281 pairs from IEDB. Task: Regression. Given a peptide amino acid sequence and an MHC pseudo amino acid sequence, predict their binding affinity value. This is MHC class II binding data. The peptide sequence is YLQMNSLRAEDTAVY. The MHC is DRB1_0405 with pseudo-sequence DRB1_0405. The binding affinity (normalized) is 0.921.